Task: Predict the reactants needed to synthesize the given product.. Dataset: Full USPTO retrosynthesis dataset with 1.9M reactions from patents (1976-2016) (1) Given the product [C:9]([CH2:8][O:12][C:13]1[CH:14]=[CH:15][C:16]([C:19]2[N:23]([C:24]3[CH:25]=[N:26][CH:27]=[CH:28][CH:29]=3)[N:22]=[C:21]([C:30]([N:32]3[CH2:33][CH2:34][C:35]([F:39])([F:38])[CH2:36][CH2:37]3)=[O:31])[CH:20]=2)=[N:17][CH:18]=1)(=[O:10])[NH2:11], predict the reactants needed to synthesize it. The reactants are: C(=O)([O-])[O-].[K+].[K+].Br[CH2:8][C:9]([NH2:11])=[O:10].[OH:12][C:13]1[CH:14]=[CH:15][C:16]([C:19]2[N:23]([C:24]3[CH:25]=[N:26][CH:27]=[CH:28][CH:29]=3)[N:22]=[C:21]([C:30]([N:32]3[CH2:37][CH2:36][C:35]([F:39])([F:38])[CH2:34][CH2:33]3)=[O:31])[CH:20]=2)=[N:17][CH:18]=1. (2) The reactants are: [CH3:1][O:2][C:3]1[CH:4]=[C:5]2[C:10](=[CH:11][C:12]=1[O:13][CH3:14])[N:9]=[CH:8][CH:7]=[C:6]2[O:15][C:16]1[CH:21]=[CH:20][C:19]([CH3:22])=[CH:18][C:17]=1[N+:23]([O-])=O.[H][H]. Given the product [NH2:23][C:17]1[CH:18]=[C:19]([CH3:22])[CH:20]=[CH:21][C:16]=1[O:15][C:6]1[C:5]2[C:10](=[CH:11][C:12]([O:13][CH3:14])=[C:3]([O:2][CH3:1])[CH:4]=2)[N:9]=[CH:8][CH:7]=1, predict the reactants needed to synthesize it. (3) Given the product [Br:1][C:2]1[CH:3]=[N:4][N:5]([CH:18]([CH3:20])[CH3:19])[C:6]=1[C:7]1[CH:12]=[C:11]([NH2:13])[CH:10]=[CH:9][C:8]=1[O:16][CH3:17], predict the reactants needed to synthesize it. The reactants are: [Br:1][C:2]1[CH:3]=[N:4][N:5]([CH:18]([CH3:20])[CH3:19])[C:6]=1[C:7]1[CH:12]=[C:11]([N+:13]([O-])=O)[CH:10]=[CH:9][C:8]=1[O:16][CH3:17].O.O.Cl[Sn]Cl. (4) Given the product [CH2:1]([O:3][C:4]([CH:6]1[CH2:7][CH2:8][N:9]([C:13]([O:15][C:16]([CH3:19])([CH3:18])[CH3:17])=[O:14])[CH2:10][CH:11]1[NH2:12])=[O:5])[CH3:2], predict the reactants needed to synthesize it. The reactants are: [CH2:1]([O:3][C:4]([C:6]1[CH2:7][CH2:8][N:9]([C:13]([O:15][C:16]([CH3:19])([CH3:18])[CH3:17])=[O:14])[CH2:10][C:11]=1[NH2:12])=[O:5])[CH3:2].[BH-](OC(C)=O)(OC(C)=O)OC(C)=O.[Na+].